From a dataset of Peptide-MHC class II binding affinity with 134,281 pairs from IEDB. Regression. Given a peptide amino acid sequence and an MHC pseudo amino acid sequence, predict their binding affinity value. This is MHC class II binding data. (1) The peptide sequence is LTHVKINDKCPSTGE. The MHC is DRB1_0401 with pseudo-sequence DRB1_0401. The binding affinity (normalized) is 0. (2) The peptide sequence is EKKYLAATQFEPLAA. The MHC is DRB1_0701 with pseudo-sequence DRB1_0701. The binding affinity (normalized) is 0.788. (3) The peptide sequence is DMGFDAAALAPEHQP. The MHC is DRB1_0101 with pseudo-sequence DRB1_0101. The binding affinity (normalized) is 0.125. (4) The peptide sequence is KKLALSLASVAMCRTPF. The MHC is DRB5_0101 with pseudo-sequence DRB5_0101. The binding affinity (normalized) is 0.898. (5) The peptide sequence is YAAALVAMPTLAELA. The MHC is HLA-DQA10101-DQB10501 with pseudo-sequence HLA-DQA10101-DQB10501. The binding affinity (normalized) is 0.367.